This data is from Full USPTO retrosynthesis dataset with 1.9M reactions from patents (1976-2016). The task is: Predict the reactants needed to synthesize the given product. Given the product [C:22]([C:19]1[CH:18]=[C:17]([NH:16][C:13]([C@@H:9]2[CH2:10][C:11](=[O:12])[N:8]2[C:5]2[CH:4]=[CH:3][C:2]([Cl:1])=[CH:7][CH:6]=2)=[O:15])[O:21][N:20]=1)([CH3:25])([CH3:24])[CH3:23], predict the reactants needed to synthesize it. The reactants are: [Cl:1][C:2]1[CH:7]=[CH:6][C:5]([N:8]2[C:11](=[O:12])[CH2:10][C@H:9]2[C:13]([OH:15])=O)=[CH:4][CH:3]=1.[NH2:16][C:17]1[O:21][N:20]=[C:19]([C:22]([CH3:25])([CH3:24])[CH3:23])[CH:18]=1.N1C=CC=CC=1.P(Cl)(Cl)(Cl)=O.